Dataset: NCI-60 drug combinations with 297,098 pairs across 59 cell lines. Task: Regression. Given two drug SMILES strings and cell line genomic features, predict the synergy score measuring deviation from expected non-interaction effect. (1) Drug 1: CC12CCC3C(C1CCC2O)C(CC4=C3C=CC(=C4)O)CCCCCCCCCS(=O)CCCC(C(F)(F)F)(F)F. Drug 2: COC1=C2C(=CC3=C1OC=C3)C=CC(=O)O2. Cell line: OVCAR3. Synergy scores: CSS=-3.47, Synergy_ZIP=-0.456, Synergy_Bliss=-7.22, Synergy_Loewe=-3.10, Synergy_HSA=-7.38. (2) Drug 1: C1=NC(=NC(=O)N1C2C(C(C(O2)CO)O)O)N. Drug 2: CCC1(CC2CC(C3=C(CCN(C2)C1)C4=CC=CC=C4N3)(C5=C(C=C6C(=C5)C78CCN9C7C(C=CC9)(C(C(C8N6C)(C(=O)OC)O)OC(=O)C)CC)OC)C(=O)OC)O.OS(=O)(=O)O. Cell line: A498. Synergy scores: CSS=1.26, Synergy_ZIP=-0.263, Synergy_Bliss=-0.969, Synergy_Loewe=0.775, Synergy_HSA=-0.251. (3) Drug 1: CC1C(C(=O)NC(C(=O)N2CCCC2C(=O)N(CC(=O)N(C(C(=O)O1)C(C)C)C)C)C(C)C)NC(=O)C3=C4C(=C(C=C3)C)OC5=C(C(=O)C(=C(C5=N4)C(=O)NC6C(OC(=O)C(N(C(=O)CN(C(=O)C7CCCN7C(=O)C(NC6=O)C(C)C)C)C)C(C)C)C)N)C. Drug 2: COCCOC1=C(C=C2C(=C1)C(=NC=N2)NC3=CC=CC(=C3)C#C)OCCOC.Cl. Cell line: SF-295. Synergy scores: CSS=6.78, Synergy_ZIP=-7.14, Synergy_Bliss=-6.76, Synergy_Loewe=-5.60, Synergy_HSA=-5.73.